From a dataset of Catalyst prediction with 721,799 reactions and 888 catalyst types from USPTO. Predict which catalyst facilitates the given reaction. (1) Reactant: Br[C:2]1[S:6][C:5]([C:7]([N:9]([C:11]2[CH:16]=[CH:15][CH:14]=[C:13]([O:17][CH3:18])[CH:12]=2)[CH3:10])=[O:8])=[CH:4][CH:3]=1.[F:19][C:20]1[C:25]([O:26][CH3:27])=[CH:24][CH:23]=[CH:22][C:21]=1B(O)O. Product: [F:19][C:20]1[C:25]([O:26][CH3:27])=[CH:24][CH:23]=[CH:22][C:21]=1[C:2]1[S:6][C:5]([C:7]([N:9]([C:11]2[CH:16]=[CH:15][CH:14]=[C:13]([O:17][CH3:18])[CH:12]=2)[CH3:10])=[O:8])=[CH:4][CH:3]=1. The catalyst class is: 492. (2) Reactant: [F:1][C:2]1[CH:7]=[CH:6][C:5]([C:8]2[N:9]=[C:10]3[CH:15]=[CH:14][C:13]([N:16]4[CH2:21][CH2:20][CH:19]([N:22]5[CH2:26][CH2:25][CH2:24][CH2:23]5)[CH2:18][CH2:17]4)=[N:12][N:11]3[C:27]=2[C:28]2[CH:33]=[CH:32][N:31]=[C:30]3[N:34](S(C4C=CC(C)=CC=4)(=O)=O)[CH:35]=[CH:36][C:29]=23)=[CH:4][CH:3]=1.[OH-].[Na+]. Product: [F:1][C:2]1[CH:7]=[CH:6][C:5]([C:8]2[N:9]=[C:10]3[CH:15]=[CH:14][C:13]([N:16]4[CH2:21][CH2:20][CH:19]([N:22]5[CH2:26][CH2:25][CH2:24][CH2:23]5)[CH2:18][CH2:17]4)=[N:12][N:11]3[C:27]=2[C:28]2[CH:33]=[CH:32][N:31]=[C:30]3[NH:34][CH:35]=[CH:36][C:29]=23)=[CH:4][CH:3]=1. The catalyst class is: 111.